From a dataset of Catalyst prediction with 721,799 reactions and 888 catalyst types from USPTO. Predict which catalyst facilitates the given reaction. (1) Reactant: [C:1]([BH3-])#[N:2].[Na+].[Br:5][C:6]1[CH:7]=[C:8]2[C:13](=[CH:14][CH:15]=1)[CH:12]=[C:11](N)[CH:10]=[CH:9]2.[CH2:17]=O.[OH-].[Na+]. Product: [Br:5][C:6]1[CH:7]=[C:8]2[C:13](=[CH:14][CH:15]=1)[CH:12]=[C:11]([N:2]([CH3:1])[CH3:17])[CH:10]=[CH:9]2. The catalyst class is: 15. (2) Reactant: [Cl:1][C:2]1[CH:7]=[C:6]2[NH:8][C:9](=[O:32])[C:10]3([CH:14]([CH2:15][C:16]([C:19]#[N:20])([CH3:18])[CH3:17])[NH:13][CH:12]([C:21](O)=[O:22])[CH:11]3[C:24]3[CH:29]=[CH:28][CH:27]=[C:26]([Cl:30])[C:25]=3[F:31])[C:5]2=[CH:4][CH:3]=1.CN(C(ON1N=NC2C=CC=NC1=2)=[N+](C)C)C.F[P-](F)(F)(F)(F)F.CCN(C(C)C)C(C)C.[NH2:66][C:67]1[CH:76]=[CH:75][C:70]([O:71][CH2:72][CH2:73][OH:74])=[CH:69][CH:68]=1. Product: [Cl:1][C:2]1[CH:7]=[C:6]2[NH:8][C:9](=[O:32])[C:10]3([CH:14]([CH2:15][C:16]([C:19]#[N:20])([CH3:18])[CH3:17])[NH:13][CH:12]([C:21]([NH:66][C:67]4[CH:68]=[CH:69][C:70]([O:71][CH2:72][CH2:73][OH:74])=[CH:75][CH:76]=4)=[O:22])[CH:11]3[C:24]3[CH:29]=[CH:28][CH:27]=[C:26]([Cl:30])[C:25]=3[F:31])[C:5]2=[CH:4][CH:3]=1. The catalyst class is: 3. (3) Product: [Cl:1][C:2]1[CH:3]=[C:4]([CH:8]=[C:9]([O:13][C:14]([F:17])([F:16])[F:15])[C:10]=1[O:11][CH3:12])[C:5]([Cl:27])=[O:6]. The catalyst class is: 9. Reactant: [Cl:1][C:2]1[CH:3]=[C:4]([CH:8]=[C:9]([O:13][C:14]([F:17])([F:16])[F:15])[C:10]=1[O:11][CH3:12])[C:5](O)=[O:6].C1(C)C=CC=CC=1.S(Cl)([Cl:27])=O. (4) Reactant: [Br:1][C:2]1[N:6]([CH:7]([CH3:9])[CH3:8])[N:5]=[CH:4][C:3]=1[C:10](OCC)=[O:11].B.CSC.[OH-].[Na+]. Product: [Br:1][C:2]1[N:6]([CH:7]([CH3:8])[CH3:9])[N:5]=[CH:4][C:3]=1[CH2:10][OH:11]. The catalyst class is: 504. (5) Reactant: Cl[C:2]1[CH:3]=[C:4]([C:12]([C:14]2[CH:15]=[N:16][CH:17]=[N:18][CH:19]=2)=[O:13])[CH:5]=[C:6]2[C:11]=1[N:10]=[CH:9][CH:8]=[CH:7]2.[CH:20]([B-](F)(F)F)=[CH2:21].[K+].C(N(CC)CC)C. Product: [N:16]1[CH:15]=[C:14]([C:12]([C:4]2[CH:5]=[C:6]3[C:11](=[C:2]([CH:20]=[CH2:21])[CH:3]=2)[N:10]=[CH:9][CH:8]=[CH:7]3)=[O:13])[CH:19]=[N:18][CH:17]=1. The catalyst class is: 32. (6) Product: [OH:33][C:5]1[CH:6]=[CH:7][C:8]([CH2:10][NH:11][C:12]([C:14]2[C:15](=[O:32])[NH:16][C:17]3[C:22]([CH:23]=2)=[CH:21][CH:20]=[C:19]([O:24][CH3:25])[C:18]=3[O:26][CH2:27][CH2:28][CH2:29][CH2:30][CH3:31])=[O:13])=[CH:9][C:4]=1[C:3]([OH:34])=[O:2]. The catalyst class is: 5. Reactant: C[O:2][C:3](=[O:34])[C:4]1[CH:9]=[C:8]([CH2:10][NH:11][C:12]([C:14]2[C:15](=[O:32])[NH:16][C:17]3[C:22]([CH:23]=2)=[CH:21][CH:20]=[C:19]([O:24][CH3:25])[C:18]=3[O:26][CH2:27][CH2:28][CH2:29][CH2:30][CH3:31])=[O:13])[CH:7]=[CH:6][C:5]=1[OH:33].[OH-].[Na+].O.Cl. (7) Reactant: [CH2:1]([N:8]1[C:17]2[C:12](=[CH:13][CH:14]=[CH:15][CH:16]=2)[N:11]([CH2:18][CH2:19][NH2:20])[CH2:10][CH2:9]1)[C:2]1[CH:7]=[CH:6][CH:5]=[CH:4][CH:3]=1.C=O.F[C:24](F)(F)C(O)=O. Product: [CH2:1]([N:8]1[CH:24]=[C:13]2[CH:14]=[CH:15][CH2:16][C:17]3[NH:20][CH2:19][CH2:18][N:11]([C:12]=32)[CH2:10][CH2:9]1)[C:2]1[CH:3]=[CH:4][CH:5]=[CH:6][CH:7]=1. The catalyst class is: 8.